This data is from Peptide-MHC class II binding affinity with 134,281 pairs from IEDB. The task is: Regression. Given a peptide amino acid sequence and an MHC pseudo amino acid sequence, predict their binding affinity value. This is MHC class II binding data. (1) The peptide sequence is VGPLTVNEKRRLKLI. The MHC is DRB4_0101 with pseudo-sequence DRB4_0103. The binding affinity (normalized) is 0.168. (2) The peptide sequence is FRILSSISLALVNSM. The MHC is DRB4_0101 with pseudo-sequence DRB4_0103. The binding affinity (normalized) is 0.667. (3) The peptide sequence is YDKFLAEVSTVLTGK. The MHC is DRB1_0404 with pseudo-sequence DRB1_0404. The binding affinity (normalized) is 0.196. (4) The peptide sequence is PAVKYIEPDMIVNAT. The MHC is HLA-DQA10201-DQB10202 with pseudo-sequence HLA-DQA10201-DQB10202. The binding affinity (normalized) is 0.478. (5) The peptide sequence is MGKATTEEQKLIEDV. The MHC is HLA-DQA10501-DQB10201 with pseudo-sequence HLA-DQA10501-DQB10201. The binding affinity (normalized) is 0.295. (6) The peptide sequence is ENPGTARAWCQVAQKFTGGI. The MHC is HLA-DQA10301-DQB10302 with pseudo-sequence HLA-DQA10301-DQB10302. The binding affinity (normalized) is 0. (7) The peptide sequence is AAATAGTTVRGAFAA. The MHC is HLA-DQA10102-DQB10602 with pseudo-sequence HLA-DQA10102-DQB10602. The binding affinity (normalized) is 0.677. (8) The peptide sequence is PAKNIYSFNEIVALW. The MHC is HLA-DQA10501-DQB10201 with pseudo-sequence HLA-DQA10501-DQB10201. The binding affinity (normalized) is 0.728.